From a dataset of Full USPTO retrosynthesis dataset with 1.9M reactions from patents (1976-2016). Predict the reactants needed to synthesize the given product. (1) Given the product [Cl:1][C:2]1[CH:7]=[CH:6][C:5]([N:8]2[CH2:13][CH2:12][O:11][C:10]3[CH:14]=[C:15]([S:18]([NH:35][C:36]4[CH:41]=[CH:40][N:39]=[CH:38][N:37]=4)(=[O:19])=[O:21])[CH:16]=[CH:17][C:9]2=3)=[C:4]([C:33]#[N:34])[CH:3]=1, predict the reactants needed to synthesize it. The reactants are: [Cl:1][C:2]1[CH:7]=[CH:6][C:5]([N:8]2[CH2:13][CH2:12][O:11][C:10]3[CH:14]=[C:15]([S:18]([O:21]C4C(F)=C(F)C(F)=C(F)C=4F)(=O)=[O:19])[CH:16]=[CH:17][C:9]2=3)=[C:4]([C:33]#[N:34])[CH:3]=1.[NH2:35][C:36]1[CH:41]=[CH:40][N:39]=[CH:38][N:37]=1.[Li+].C[Si]([N-][Si](C)(C)C)(C)C. (2) Given the product [NH2:40][C:38]1[CH:37]=[CH:36][C:3]([O:4][C:5]2[CH:10]=[CH:9][N:8]=[C:7]3[CH:11]=[C:12]([C:14]4[N:19]=[CH:18][C:17]([CH2:20][N:21]([CH2:29][CH2:30][O:31][CH2:32][CH2:33][O:34][CH3:35])[C:22](=[O:28])[O:23][C:24]([CH3:27])([CH3:26])[CH3:25])=[CH:16][CH:15]=4)[S:13][C:6]=23)=[C:2]([F:1])[CH:39]=1, predict the reactants needed to synthesize it. The reactants are: [F:1][C:2]1[CH:39]=[C:38]([N+:40]([O-])=O)[CH:37]=[CH:36][C:3]=1[O:4][C:5]1[CH:10]=[CH:9][N:8]=[C:7]2[CH:11]=[C:12]([C:14]3[N:19]=[CH:18][C:17]([CH2:20][N:21]([CH2:29][CH2:30][O:31][CH2:32][CH2:33][O:34][CH3:35])[C:22](=[O:28])[O:23][C:24]([CH3:27])([CH3:26])[CH3:25])=[CH:16][CH:15]=3)[S:13][C:6]=12.[Cl-].[NH4+]. (3) Given the product [CH3:34][O:33][C:15]1[CH:16]=[C:17]2[C:22](=[CH:23][C:14]=1[O:13][CH2:41][CH2:40][N:35]1[CH:39]=[N:38][CH:37]=[N:36]1)[N:21]=[CH:20][N:19]([CH2:24][O:25][C:26](=[O:31])[C:27]([CH3:28])([CH3:29])[CH3:30])[C:18]2=[O:32], predict the reactants needed to synthesize it. The reactants are: N(C(OCC)=O)=NC(OCC)=O.[OH:13][C:14]1[CH:23]=[C:22]2[C:17]([C:18](=[O:32])[N:19]([CH2:24][O:25][C:26](=[O:31])[C:27]([CH3:30])([CH3:29])[CH3:28])[CH:20]=[N:21]2)=[CH:16][C:15]=1[O:33][CH3:34].[N:35]1([CH2:40][CH2:41]O)[CH:39]=[N:38][CH:37]=[N:36]1.C1(P(C2C=CC=CC=2)C2C=CC=CC=2)C=CC=CC=1. (4) Given the product [Cl:24][C:25]1[CH:32]=[CH:31][C:28]([CH2:29][NH:10][C:8](=[O:9])[C:7]2[C:11]([CH3:21])=[CH:12][C:13]([N:15]3[CH2:16][CH2:17][O:18][CH2:19][CH2:20]3)=[CH:14][C:6]=2[S:3]([CH2:1][CH3:2])(=[O:5])=[O:4])=[CH:27][CH:26]=1, predict the reactants needed to synthesize it. The reactants are: [CH2:1]([S:3]([C:6]1[CH:14]=[C:13]([N:15]2[CH2:20][CH2:19][O:18][CH2:17][CH2:16]2)[CH:12]=[C:11]([CH3:21])[C:7]=1[C:8]([NH2:10])=[O:9])(=[O:5])=[O:4])[CH3:2].[OH-].[Na+].[Cl:24][C:25]1[CH:32]=[CH:31][C:28]([CH2:29]Br)=[CH:27][CH:26]=1.